This data is from Catalyst prediction with 721,799 reactions and 888 catalyst types from USPTO. The task is: Predict which catalyst facilitates the given reaction. (1) Reactant: Cl[C:2]1[N:7]=[C:6]([C:8]2[S:12][C:11]([N:13]3[CH2:18][CH2:17][O:16][CH2:15][CH2:14]3)=[N:10][C:9]=2[C:19]2[C:20]([F:37])=[C:21]([NH:25][S:26]([C:29]3[CH:34]=[C:33]([F:35])[CH:32]=[CH:31][C:30]=3[F:36])(=[O:28])=[O:27])[CH:22]=[CH:23][CH:24]=2)[CH:5]=[CH:4][N:3]=1.[CH3:38][S:39]([N:42]1[CH2:47][CH2:46][CH:45]([NH2:48])[CH2:44][CH2:43]1)(=[O:41])=[O:40]. Product: [F:36][C:30]1[CH:31]=[CH:32][C:33]([F:35])=[CH:34][C:29]=1[S:26]([NH:25][C:21]1[CH:22]=[CH:23][CH:24]=[C:19]([C:9]2[N:10]=[C:11]([N:13]3[CH2:18][CH2:17][O:16][CH2:15][CH2:14]3)[S:12][C:8]=2[C:6]2[CH:5]=[CH:4][N:3]=[C:2]([NH:48][CH:45]3[CH2:46][CH2:47][N:42]([S:39]([CH3:38])(=[O:41])=[O:40])[CH2:43][CH2:44]3)[N:7]=2)[C:20]=1[F:37])(=[O:28])=[O:27]. The catalyst class is: 1. (2) Reactant: [O:1]1[CH2:6][CH2:5][CH2:4][CH2:3][CH:2]1[O:7][NH:8][C:9]([C:11]1[CH:12]=[C:13]2[C:18](=[CH:19][CH:20]=1)[CH2:17][NH:16][CH2:15][CH2:14]2)=[O:10].[CH3:21][O:22][C:23]1[CH:24]=[C:25]2[C:29](=[CH:30][CH:31]=1)[NH:28][C:27]([C:32](O)=[O:33])=[CH:26]2.C1C=CC2N(O)N=NC=2C=1.C(Cl)CCl. Product: [CH3:21][O:22][C:23]1[CH:24]=[C:25]2[C:29](=[CH:30][CH:31]=1)[NH:28][C:27]([C:32]([N:16]1[CH2:15][CH2:14][C:13]3[C:18](=[CH:19][CH:20]=[C:11]([C:9]([NH:8][O:7][CH:2]4[CH2:3][CH2:4][CH2:5][CH2:6][O:1]4)=[O:10])[CH:12]=3)[CH2:17]1)=[O:33])=[CH:26]2. The catalyst class is: 338. (3) Reactant: [N+:1]([C:4]1[O:8][C:7]([C:9](Cl)=[O:10])=[CH:6][CH:5]=1)([O-:3])=[O:2].[CH2:12]([CH:19]1[CH2:24][CH2:23][N:22]([C:25]2[CH:26]=[C:27]([NH2:31])[CH:28]=[CH:29][CH:30]=2)[CH2:21][CH2:20]1)[C:13]1[CH:18]=[CH:17][CH:16]=[CH:15][CH:14]=1.CCN(CC)CC. Product: [CH2:12]([CH:19]1[CH2:20][CH2:21][N:22]([C:25]2[CH:26]=[C:27]([NH:31][C:9]([C:7]3[O:8][C:4]([N+:1]([O-:3])=[O:2])=[CH:5][CH:6]=3)=[O:10])[CH:28]=[CH:29][CH:30]=2)[CH2:23][CH2:24]1)[C:13]1[CH:14]=[CH:15][CH:16]=[CH:17][CH:18]=1. The catalyst class is: 2. (4) Reactant: C([O:8][C:9]1[C:25]([O:26][CH3:27])=[CH:24][C:12]([CH2:13][C:14]2[C:22]3[C:17](=[N:18][CH:19]=[C:20]([Cl:23])[CH:21]=3)[NH:16][CH:15]=2)=[C:11]([F:28])[CH:10]=1)C1C=CC=CC=1.C(O)(=O)C. Product: [Cl:23][C:20]1[CH:21]=[C:22]2[C:14]([CH2:13][C:12]3[C:11]([F:28])=[CH:10][C:9]([OH:8])=[C:25]([O:26][CH3:27])[CH:24]=3)=[CH:15][NH:16][C:17]2=[N:18][CH:19]=1. The catalyst class is: 312. (5) Reactant: [CH2:1]([C:3]1[CH:4]=[C:5]([C:11]2[CH:12]=[C:13]3[C:17](=[CH:18][CH:19]=2)[C:16](=O)[CH:15]([CH:21]=O)[CH2:14]3)[CH:6]=[CH:7][C:8]=1[O:9][CH3:10])[CH3:2].O.[NH2:24][NH2:25].C(O)(=O)C. Product: [CH2:1]([C:3]1[CH:4]=[C:5]([C:11]2[CH:12]=[C:13]3[C:17](=[CH:18][CH:19]=2)[C:16]2=[N:24][NH:25][CH:21]=[C:15]2[CH2:14]3)[CH:6]=[CH:7][C:8]=1[O:9][CH3:10])[CH3:2]. The catalyst class is: 14. (6) Reactant: C(Cl)(=O)C(Cl)=O.CS(C)=O.[CH2:11]([O:13][C:14](=[O:55])[CH2:15][NH:16][C:17]([C:19]1[C:24]([O:25][CH2:26][C:27]2[CH:32]=[CH:31][CH:30]=[CH:29][CH:28]=2)=[C:23]([CH3:33])[N:22]=[C:21]([CH2:34][CH:35]2[CH2:40][CH2:39][N:38]([C:41]3[CH:46]=[CH:45][C:44]([C:47]4[CH:52]=[CH:51][C:50]([CH2:53][OH:54])=[CH:49][CH:48]=4)=[CH:43][CH:42]=3)[CH2:37][CH2:36]2)[N:20]=1)=[O:18])[CH3:12].C(N(CC)CC)C. Product: [CH2:11]([O:13][C:14](=[O:55])[CH2:15][NH:16][C:17]([C:19]1[C:24]([O:25][CH2:26][C:27]2[CH:28]=[CH:29][CH:30]=[CH:31][CH:32]=2)=[C:23]([CH3:33])[N:22]=[C:21]([CH2:34][CH:35]2[CH2:40][CH2:39][N:38]([C:41]3[CH:42]=[CH:43][C:44]([C:47]4[CH:48]=[CH:49][C:50]([CH:53]=[O:54])=[CH:51][CH:52]=4)=[CH:45][CH:46]=3)[CH2:37][CH2:36]2)[N:20]=1)=[O:18])[CH3:12]. The catalyst class is: 46. (7) Reactant: [Cl:1][C:2]1[CH:7]=[C:6](Cl)[N:5]=[C:4]([CH3:9])[N:3]=1.[NH2:10][NH2:11]. Product: [Cl:1][C:2]1[CH:7]=[C:6]([NH:10][NH2:11])[N:5]=[C:4]([CH3:9])[N:3]=1. The catalyst class is: 1.